This data is from Forward reaction prediction with 1.9M reactions from USPTO patents (1976-2016). The task is: Predict the product of the given reaction. (1) Given the reactants Br[C:2]1[CH:20]=[CH:19][C:5]([CH2:6][CH:7]2[CH2:11][CH2:10][N:9]([CH:12]3[CH2:17][CH2:16][CH2:15][CH2:14][CH2:13]3)[C:8]2=[O:18])=[C:4]([Cl:21])[CH:3]=1.C1(P(C2CCCCC2)C2C=CC=CC=2C2C(C(C)C)=CC(C(C)C)=CC=2C(C)C)CCCCC1.[C:56](=[O:59])([O-])[O-:57].[Cs+].[Cs+].O1[CH2:66][C:65](=O)[N:64]=[C-]1.[Cl-].[NH4+], predict the reaction product. The product is: [Cl:21][C:4]1[CH:3]=[C:2]([N:64]2[CH2:65][CH2:66][O:57][C:56]2=[O:59])[CH:20]=[CH:19][C:5]=1[CH2:6][CH:7]1[CH2:11][CH2:10][N:9]([CH:12]2[CH2:17][CH2:16][CH2:15][CH2:14][CH2:13]2)[C:8]1=[O:18]. (2) The product is: [C:31]([O:30][C:28]([CH:26]1[CH2:25][N:24]([CH2:1][C:3]2[CH:4]=[C:5]3[C:13](=[CH:14][CH:15]=2)[C:12]2[O:11][N:10]=[C:9]([C:16]([O:18][CH3:19])=[O:17])[C:8]=2[CH2:7][CH2:6]3)[CH2:27]1)=[O:29])([CH3:34])([CH3:32])[CH3:33]. Given the reactants [CH:1]([C:3]1[CH:4]=[C:5]2[C:13](=[CH:14][CH:15]=1)[C:12]1[O:11][N:10]=[C:9]([C:16]([O:18][CH3:19])=[O:17])[C:8]=1[CH2:7][CH2:6]2)=O.C(O)(=O)C.[NH:24]1[CH2:27][CH:26]([C:28]([O:30][C:31]([CH3:34])([CH3:33])[CH3:32])=[O:29])[CH2:25]1.C(O[BH-](OC(=O)C)OC(=O)C)(=O)C.[Na+].C(O[BH-](OC(=O)C)OC(=O)C)(=O)C, predict the reaction product. (3) The product is: [CH:15]([N:4]1[C:3](=[O:18])[C:2]([NH:27][CH2:26][CH2:25][C:21]2[CH:20]=[N:19][CH:24]=[CH:23][CH:22]=2)=[C:6]([C:7]2[CH:12]=[CH:11][CH:10]=[CH:9][CH:8]=2)[S:5]1(=[O:14])=[O:13])([CH3:17])[CH3:16]. Given the reactants Cl[C:2]1[C:3](=[O:18])[N:4]([CH:15]([CH3:17])[CH3:16])[S:5](=[O:14])(=[O:13])[C:6]=1[C:7]1[CH:12]=[CH:11][CH:10]=[CH:9][CH:8]=1.[N:19]1[CH:24]=[CH:23][CH:22]=[C:21]([CH2:25][CH2:26][NH2:27])[CH:20]=1, predict the reaction product. (4) Given the reactants [NH2:1][C@H:2]([CH2:7][C:8]1[CH:13]=[C:12]([F:14])[C:11]([F:15])=[CH:10][C:9]=1[F:16])[CH2:3][C:4]([OH:6])=[O:5].[C:17](O[C:17]([O:19][C:20]([CH3:23])([CH3:22])[CH3:21])=[O:18])([O:19][C:20]([CH3:23])([CH3:22])[CH3:21])=[O:18].C(N(CC)CC)C, predict the reaction product. The product is: [C:20]([O:19][C:17]([NH:1][C@H:2]([CH2:7][C:8]1[CH:13]=[C:12]([F:14])[C:11]([F:15])=[CH:10][C:9]=1[F:16])[CH2:3][C:4]([OH:6])=[O:5])=[O:18])([CH3:23])([CH3:22])[CH3:21]. (5) The product is: [Cl:13][C:8]1[N:1]=[C:2]2[N:6]([CH:7]=1)[CH2:5][CH2:4][S:3]2. Given the reactants [NH:1]=[C:2]1[N:6]([CH2:7][C:8](O)=O)[CH2:5][CH2:4][S:3]1.O=P(Cl)(Cl)[Cl:13], predict the reaction product. (6) Given the reactants Br[C:2]1[C:3]([F:17])=[CH:4][C:5]2[S:9][C:8]([NH:10][C:11]([NH:13][CH2:14][CH3:15])=[O:12])=[N:7][C:6]=2[CH:16]=1.[O:18]=[C:19]1[CH:24]=[C:23](B2OC(C)(C)C(C)(C)O2)[CH:22]=[CH:21][N:20]1[CH:34]1[CH2:38][CH2:37][N:36]([C:39]([O:41][C:42]([CH3:45])([CH3:44])[CH3:43])=[O:40])[CH2:35]1.[O-]P([O-])([O-])=O.[K+].[K+].[K+], predict the reaction product. The product is: [CH2:14]([NH:13][C:11](=[O:12])[NH:10][C:8]1[S:9][C:5]2[CH:4]=[C:3]([F:17])[C:2]([C:23]3[CH:22]=[CH:21][N:20]([CH:34]4[CH2:38][CH2:37][N:36]([C:39]([O:41][C:42]([CH3:44])([CH3:43])[CH3:45])=[O:40])[CH2:35]4)[C:19](=[O:18])[CH:24]=3)=[CH:16][C:6]=2[N:7]=1)[CH3:15]. (7) Given the reactants [Si]([O:8][C@@H:9]1[C@H:17]2[C@@:13]([CH3:29])([C@@H:14]([C@@:18]3([CH3:28])[O:22][CH2:21][C@H:20]([CH2:23][C:24]([CH3:27])([OH:26])[CH3:25])[CH2:19]3)[CH2:15][CH2:16]2)[CH2:12][CH2:11][CH2:10]1)(C(C)(C)C)(C)C.[N+](CCCC)(CCCC)(CCCC)CCCC.[F-].O.CCOC(C)=O, predict the reaction product. The product is: [OH:26][C:24]([CH3:27])([CH3:25])[CH2:23][C@H:20]1[CH2:21][O:22][C@@:18]([C@@H:14]2[C@:13]3([CH3:29])[C@H:17]([C@@H:9]([OH:8])[CH2:10][CH2:11][CH2:12]3)[CH2:16][CH2:15]2)([CH3:28])[CH2:19]1. (8) Given the reactants COC(C1C=C(NS(C2C=CC(C)=CC=2)(=O)=O)C2C(=C(OCC3C=CC=CC=3)C=CC=2)N=1)=O.[CH3:34][O:35][C:36]([C:38]1[CH:47]=[C:46]([OH:48])[C:45]2[C:40](=[C:41]([O:56]CC3C=CC=CC=3)[CH:42]=[C:43]([C:49]3[CH:54]=[CH:53][CH:52]=[C:51]([CH3:55])[CH:50]=3)[CH:44]=2)[N:39]=1)=[O:37], predict the reaction product. The product is: [CH3:34][O:35][C:36]([C:38]1[CH:47]=[C:46]([OH:48])[C:45]2[C:40](=[C:41]([OH:56])[CH:42]=[C:43]([C:49]3[CH:54]=[CH:53][CH:52]=[C:51]([CH3:55])[CH:50]=3)[CH:44]=2)[N:39]=1)=[O:37]. (9) Given the reactants [CH:1]([N:4]1[C:12]2[C:7](=[CH:8][CH:9]=[CH:10][CH:11]=2)[CH:6]=[CH:5]1)([CH3:3])[CH3:2].[C:13](Cl)(=[O:17])[C:14](Cl)=[O:15].C(N(CC)CC)C.[CH2:26]([CH:30]1[CH2:35][CH2:34][N:33]([CH2:36][CH2:37][NH2:38])[CH2:32][CH2:31]1)[CH2:27][CH2:28][CH3:29], predict the reaction product. The product is: [CH2:26]([CH:30]1[CH2:31][CH2:32][N:33]([CH2:36][CH2:37][NH:38][C:13](=[O:17])[C:14]([C:6]2[C:7]3[C:12](=[CH:11][CH:10]=[CH:9][CH:8]=3)[N:4]([CH:1]([CH3:3])[CH3:2])[CH:5]=2)=[O:15])[CH2:34][CH2:35]1)[CH2:27][CH2:28][CH3:29].